The task is: Predict the product of the given reaction.. This data is from Forward reaction prediction with 1.9M reactions from USPTO patents (1976-2016). (1) Given the reactants [F:1][C:2]([F:28])([F:27])[C:3]1[CH:8]=[C:7]([C:9]2[O:13][N:12]=[C:11]([C:14]3[CH:19]=[CH:18][C:17]([NH2:20])=[CH:16][CH:15]=3)[N:10]=2)[CH:6]=[CH:5][C:4]=1[C:21]1[CH:26]=[CH:25][CH:24]=[CH:23][CH:22]=1.[C:29]1(=[O:35])[O:34][C:32](=[O:33])[CH2:31][CH2:30]1, predict the reaction product. The product is: [F:28][C:2]([F:1])([F:27])[C:3]1[CH:8]=[C:7]([C:9]2[O:13][N:12]=[C:11]([C:14]3[CH:15]=[CH:16][C:17]([NH:20][C:29](=[O:35])[CH2:30][CH2:31][C:32]([OH:34])=[O:33])=[CH:18][CH:19]=3)[N:10]=2)[CH:6]=[CH:5][C:4]=1[C:21]1[CH:26]=[CH:25][CH:24]=[CH:23][CH:22]=1. (2) Given the reactants [OH:1][C:2]([CH3:35])([CH3:34])[CH2:3][C@@:4]1([C:28]2[CH:33]=[CH:32][CH:31]=[CH:30][CH:29]=2)[O:9][C:8](=[O:10])[N:7]([C@H:11]([C:13]2[CH:18]=[CH:17][C:16](B3OC(C)(C)C(C)(C)O3)=[CH:15][CH:14]=2)[CH3:12])[CH2:6][CH2:5]1.Br[C:37]1[S:38][CH:39]=[C:40]([C:42]([NH:44][CH:45]2[CH2:47][CH2:46]2)=[O:43])[N:41]=1, predict the reaction product. The product is: [CH:45]1([NH:44][C:42]([C:40]2[N:41]=[C:37]([C:16]3[CH:17]=[CH:18][C:13]([C@@H:11]([N:7]4[CH2:6][CH2:5][C@:4]([CH2:3][C:2]([OH:1])([CH3:35])[CH3:34])([C:28]5[CH:33]=[CH:32][CH:31]=[CH:30][CH:29]=5)[O:9][C:8]4=[O:10])[CH3:12])=[CH:14][CH:15]=3)[S:38][CH:39]=2)=[O:43])[CH2:46][CH2:47]1. (3) Given the reactants NO.Cl.[OH-].[Na+].[Cl:6][C:7]1[CH:12]=[CH:11][C:10]([C:13]2[NH:14][C:15]3[N:16]([N:20]=[C:21]([CH2:31][CH3:32])[C:22]=3[C:23](/[N:25]=[C:26](/[N:28](C)C)\[CH3:27])=[O:24])[C:17](=[O:19])[CH:18]=2)=[CH:9][C:8]=1[O:33][CH3:34], predict the reaction product. The product is: [Cl:6][C:7]1[CH:12]=[CH:11][C:10]([C:13]2[NH:14][C:15]3[N:16]([N:20]=[C:21]([CH2:31][CH3:32])[C:22]=3[C:23]3[O:24][N:28]=[C:26]([CH3:27])[N:25]=3)[C:17](=[O:19])[CH:18]=2)=[CH:9][C:8]=1[O:33][CH3:34]. (4) The product is: [CH3:19][C:9]1[CH:14]=[CH:13][C:12]([S:15]([O:1][CH2:2][C@@H:3]2[O:7][C:6](=[O:8])[NH:5][CH2:4]2)(=[O:17])=[O:16])=[CH:11][CH:10]=1. Given the reactants [OH:1][CH2:2][C@@H:3]1[O:7][C:6](=[O:8])[NH:5][CH2:4]1.[C:9]1([CH3:19])[CH:14]=[CH:13][C:12]([S:15](Cl)(=[O:17])=[O:16])=[CH:11][CH:10]=1.[Cl-].[Na+].O.O, predict the reaction product. (5) Given the reactants [O:1]1[C:5]2[CH:6]=[CH:7][C:8]([C:10]([OH:12])=O)=[CH:9][C:4]=2[CH2:3][CH2:2]1.CO.O.[NH2:16][NH2:17], predict the reaction product. The product is: [O:1]1[C:5]2[CH:6]=[CH:7][C:8]([C:10]([NH:16][NH2:17])=[O:12])=[CH:9][C:4]=2[CH2:3][CH2:2]1. (6) Given the reactants [C:1]([O-:4])(O)=O.[Na+].[CH3:6][O:7][CH2:8][CH2:9][O:10][C:11]1[CH:16]=[CH:15][C:14]([C@@H:17]([N:19]2[CH2:24][C@@H:23]3[CH2:25][C@H:20]2[CH2:21][NH:22]3)[CH3:18])=[C:13]([CH3:26])[C:12]=1[CH3:27].[CH2:28]([Cl:30])Cl, predict the reaction product. The product is: [Cl:30][C:28]1[N:19]=[CH:17][C:14]([C:1]([N:22]2[CH2:21][C@@H:20]3[CH2:25][C@H:23]2[CH2:24][N:19]3[C@H:17]([C:14]2[CH:15]=[CH:16][C:11]([O:10][CH2:9][CH2:8][O:7][CH3:6])=[C:12]([CH3:27])[C:13]=2[CH3:26])[CH3:18])=[O:4])=[CH:13][CH:12]=1. (7) The product is: [Cl:1][CH2:2][C:3]1[N:6]=[C:17]([C:16]2[CH:20]=[C:21]([C:24]([F:25])([F:27])[F:26])[CH:22]=[CH:23][C:15]=2[F:14])[O:5][N:4]=1. Given the reactants [Cl:1][CH2:2][C:3](=[NH:6])[NH:4][OH:5].C(N(CC)CC)C.[F:14][C:15]1[CH:23]=[CH:22][C:21]([C:24]([F:27])([F:26])[F:25])=[CH:20][C:16]=1[C:17](Cl)=O, predict the reaction product.